From a dataset of Orexin1 receptor HTS with 218,158 compounds and 233 confirmed actives. Binary Classification. Given a drug SMILES string, predict its activity (active/inactive) in a high-throughput screening assay against a specified biological target. The drug is s1c2CCCCCc2cc1C(=O)Nc1ccc(N2CCOCC2)cc1. The result is 0 (inactive).